This data is from Reaction yield outcomes from USPTO patents with 853,638 reactions. The task is: Predict the reaction yield, written as a fraction of the theoretical maximum amount of product (1.0 means a 100% yield; for example, 0.34 means a 34% yield). The reactants are C(=O)([O-])[O-].[K+].[K+].[Br:7][C:8]1[CH:9]=[C:10]([CH3:15])[C:11]([OH:14])=[N:12][CH:13]=1.Br[CH2:17][CH:18]1[CH2:20][CH2:19]1.CC(=O)OCC. The product is [Br:7][C:8]1[CH:9]=[C:10]([CH3:15])[C:11](=[O:14])[N:12]([CH2:17][CH:18]2[CH2:20][CH2:19]2)[CH:13]=1. The yield is 0.660. The catalyst is CN(C=O)C.